From a dataset of Full USPTO retrosynthesis dataset with 1.9M reactions from patents (1976-2016). Predict the reactants needed to synthesize the given product. (1) Given the product [C:14]1([C:20]2[CH:28]=[C:27]3[C:23]([CH:24]=[C:25]([C:29]([NH:1][C@@H:2]4[CH2:6][CH2:5][NH:4][CH2:3]4)=[O:30])[NH:26]3)=[CH:22][CH:21]=2)[CH:15]=[CH:16][CH:17]=[CH:18][CH:19]=1, predict the reactants needed to synthesize it. The reactants are: [NH2:1][C@@H:2]1[CH2:6][CH2:5][N:4](C(OC(C)(C)C)=O)[CH2:3]1.[C:14]1([C:20]2[CH:28]=[C:27]3[C:23]([CH:24]=[C:25]([C:29](O)=[O:30])[NH:26]3)=[CH:22][CH:21]=2)[CH:19]=[CH:18][CH:17]=[CH:16][CH:15]=1.N. (2) Given the product [CH2:1]([CH:3]([CH2:25][CH2:26][CH2:27][CH3:28])[CH2:4][C:5]([CH2:17][CH:18]([CH2:23][CH3:24])[CH2:19][CH2:20][CH2:21][CH3:22])([C:14]([O-:16])=[O:15])[CH:6]([S:10]([OH:13])(=[O:11])=[O:12])[C:7]([O-:9])=[O:8])[CH3:2].[Ag+2:35], predict the reactants needed to synthesize it. The reactants are: [CH2:1]([CH:3]([CH2:25][CH2:26][CH2:27][CH3:28])[CH2:4][C:5]([CH2:17][CH:18]([CH2:23][CH3:24])[CH2:19][CH2:20][CH2:21][CH3:22])([C:14]([O-:16])=[O:15])[CH:6]([S:10]([OH:13])(=[O:12])=[O:11])[C:7]([O-:9])=[O:8])[CH3:2].[Na+].[Na+].[N+]([O-])([O-])=O.[Ag+:35]. (3) Given the product [C:12]([C:10]1[N:11]=[C:6]([C:4]([NH:27][CH2:28][C:29]([OH:31])=[O:30])=[O:5])[C:7]([OH:26])=[C:8]2[CH:16]=[CH:15][N:14]([CH2:17][C:18]3[CH:23]=[CH:22][CH:21]=[C:20]([O:24][CH3:25])[CH:19]=3)[C:9]=12)#[N:13], predict the reactants needed to synthesize it. The reactants are: C(O[C:4]([C:6]1[C:7]([OH:26])=[C:8]2[CH:16]=[CH:15][N:14]([CH2:17][C:18]3[CH:23]=[CH:22][CH:21]=[C:20]([O:24][CH3:25])[CH:19]=3)[C:9]2=[C:10]([C:12]#[N:13])[N:11]=1)=[O:5])C.[NH2:27][CH2:28][C:29]([OH:31])=[O:30].C[O-].[Na+].CO. (4) Given the product [C:16]([C:15]1[CH:18]=[CH:19][C:12]([CH2:8][C:7]([O:6][C:2]([CH3:5])([CH3:4])[CH3:3])=[O:10])=[C:13]([O:20][CH3:21])[CH:14]=1)#[N:17], predict the reactants needed to synthesize it. The reactants are: [Cl-].[C:2]([O:6][C:7](=[O:10])[CH2:8][Zn+])([CH3:5])([CH3:4])[CH3:3].Br[C:12]1[CH:19]=[CH:18][C:15]([C:16]#[N:17])=[CH:14][C:13]=1[O:20][CH3:21].C1(P(C2CCCCC2)C2C=CC=CC=2C2C(N(C)C)=CC=CC=2)CCCCC1. (5) Given the product [C:1]([O:5][C:6](=[O:7])[NH:8][C@H:9]1[CH2:10][CH2:11][C@H:12]([C:15](=[O:17])[NH:21][CH:18]2[CH2:20][CH2:19]2)[CH2:13][CH2:14]1)([CH3:2])([CH3:3])[CH3:4], predict the reactants needed to synthesize it. The reactants are: [C:1]([O:5][C:6]([NH:8][C@H:9]1[CH2:14][CH2:13][C@H:12]([C:15]([OH:17])=O)[CH2:11][CH2:10]1)=[O:7])([CH3:4])([CH3:3])[CH3:2].[CH:18]1([NH2:21])[CH2:20][CH2:19]1.Cl.CN(C)CCCN=C=NCC. (6) Given the product [OH:19][CH2:18][C:10]1[CH:11]=[C:12]([CH:17]=[C:8]([C:5]2[CH:4]=[CH:3][C:2]([CH3:1])=[CH:7][N:6]=2)[CH:9]=1)[C:13]([O:15][CH3:16])=[O:14], predict the reactants needed to synthesize it. The reactants are: [CH3:1][C:2]1[CH:3]=[CH:4][C:5]([C:8]2[CH:9]=[C:10]([C:18](OC)=[O:19])[CH:11]=[C:12]([CH:17]=2)[C:13]([O:15][CH3:16])=[O:14])=[N:6][CH:7]=1.[BH4-].[Na+].[NH4+].[Cl-]. (7) The reactants are: [C:1]1([CH2:7][CH2:8][CH2:9][CH2:10][CH2:11][CH2:12][C:13]([C:15]2[O:16][CH:17]=[C:18]([C:20]([OH:22])=O)[N:19]=2)=[O:14])[CH:6]=[CH:5][CH:4]=[CH:3][CH:2]=1.Cl.[CH3:24][NH2:25]. Given the product [CH3:24][NH:25][C:20]([C:18]1[N:19]=[C:15]([C:13](=[O:14])[CH2:12][CH2:11][CH2:10][CH2:9][CH2:8][CH2:7][C:1]2[CH:6]=[CH:5][CH:4]=[CH:3][CH:2]=2)[O:16][CH:17]=1)=[O:22], predict the reactants needed to synthesize it. (8) Given the product [N:1]1[CH:2]=[CH:3][N:4]2[C:9]=1[CH:8]=[CH:7][C:6]([O:10][C:11]1[CH:12]=[C:13]([NH:14][C:34]([NH:33][C:29]3[CH:30]=[CH:31][CH:32]=[C:27]([C:26]([F:25])([F:36])[F:37])[CH:28]=3)=[O:35])[CH:15]=[CH:16][CH:17]=1)=[N:5]2, predict the reactants needed to synthesize it. The reactants are: [N:1]1[CH:2]=[CH:3][N:4]2[C:9]=1[CH:8]=[CH:7][C:6]([O:10][C:11]1[CH:12]=[C:13]([CH:15]=[CH:16][CH:17]=1)[NH2:14])=[N:5]2.C(N(CC)CC)C.[F:25][C:26]([F:37])([F:36])[C:27]1[CH:28]=[C:29]([N:33]=[C:34]=[O:35])[CH:30]=[CH:31][CH:32]=1.